From a dataset of Forward reaction prediction with 1.9M reactions from USPTO patents (1976-2016). Predict the product of the given reaction. (1) Given the reactants [CH3:1][N:2]([CH3:25])[C:3]([N:5]1[CH2:9][CH:8]2[CH2:10][C:11]([NH:14][CH2:15][C:16]([N:18]3[CH2:22][CH2:21][CH2:20][C@H:19]3[C:23]#[N:24])=[O:17])([CH3:13])[CH2:12][CH:7]2[CH2:6]1)=[O:4].O.[C:27]1([CH3:37])[CH:32]=[CH:31][C:30]([S:33]([OH:36])(=[O:35])=[O:34])=[CH:29][CH:28]=1.C(OCC)(=O)C, predict the reaction product. The product is: [C:27]1([CH3:37])[CH:28]=[CH:29][C:30]([S:33]([OH:36])(=[O:34])=[O:35])=[CH:31][CH:32]=1.[CH3:25][N:2]([CH3:1])[C:3]([N:5]1[CH2:6][CH:7]2[CH2:12][C:11]([NH:14][CH2:15][C:16]([N:18]3[CH2:22][CH2:21][CH2:20][C@H:19]3[C:23]#[N:24])=[O:17])([CH3:13])[CH2:10][CH:8]2[CH2:9]1)=[O:4]. (2) Given the reactants [C:1]([O:4][CH:5]([CH2:9][CH2:10][S:11][CH3:12])[C:6]([OH:8])=O)(=[O:3])[CH3:2].S(Cl)(Cl)=O.C(N(CC)CC)C.[CH2:24]([NH2:34])[CH2:25][CH2:26][CH2:27][CH2:28][CH2:29][CH2:30][CH2:31][CH2:32][CH3:33], predict the reaction product. The product is: [C:1]([O:4][CH:5]([CH2:9][CH2:10][S:11][CH3:12])[C:6]([NH:34][CH2:24][CH2:25][CH2:26][CH2:27][CH2:28][CH2:29][CH2:30][CH2:31][CH2:32][CH3:33])=[O:8])(=[O:3])[CH3:2].